Dataset: Catalyst prediction with 721,799 reactions and 888 catalyst types from USPTO. Task: Predict which catalyst facilitates the given reaction. Reactant: [CH3:1][N:2]1[C:8](=[O:9])[C:7]2[CH:10]=[CH:11][CH:12]=[CH:13][C:6]=2[S:5][C:4]2[CH:14]=[CH:15][C:16]([C:18]([O:20]C)=[O:19])=[CH:17][C:3]1=2.[Li+].[OH-].Cl. Product: [CH3:1][N:2]1[C:8](=[O:9])[C:7]2[CH:10]=[CH:11][CH:12]=[CH:13][C:6]=2[S:5][C:4]2[CH:14]=[CH:15][C:16]([C:18]([OH:20])=[O:19])=[CH:17][C:3]1=2. The catalyst class is: 87.